Dataset: Reaction yield outcomes from USPTO patents with 853,638 reactions. Task: Predict the reaction yield, written as a fraction of the theoretical maximum amount of product (1.0 means a 100% yield; for example, 0.34 means a 34% yield). (1) The reactants are [F:1][C:2]1[CH:7]=[CH:6][CH:5]=[CH:4][C:3]=1[CH2:8][O:9][C:10]1[CH:17]=[CH:16][C:13]([CH:14]=O)=[CH:12][CH:11]=1.[C:18]1([CH2:24][N:25]([CH2:37][CH:38]=[CH2:39])[C:26](=[O:36])[CH2:27][NH:28][CH2:29][C:30]2[CH:35]=[CH:34][CH:33]=[CH:32][CH:31]=2)[CH:23]=[CH:22][CH:21]=[CH:20][CH:19]=1.CCN(C(C)C)C(C)C. The catalyst is C1(C)C=CC=CC=1. The product is [F:1][C:2]1[CH:7]=[CH:6][CH:5]=[CH:4][C:3]=1[CH2:8][O:9][C:10]1[CH:17]=[CH:16][C:13]([CH:14]2[N:28]([CH2:29][C:30]3[CH:35]=[CH:34][CH:33]=[CH:32][CH:31]=3)[CH:27]3[C:26](=[O:36])[N:25]([CH2:24][C:18]4[CH:19]=[CH:20][CH:21]=[CH:22][CH:23]=4)[CH2:37][CH:38]3[CH2:39]2)=[CH:12][CH:11]=1. The yield is 0.500. (2) The reactants are I[C:2]1[C:3]([O:20][CH3:21])=[CH:4][C:5]([CH:17]([CH3:19])[CH3:18])=[C:6]([CH:16]=1)[O:7][C:8]1[C:9]([NH2:15])=[N:10][C:11]([NH2:14])=[N:12][CH:13]=1.[C:22]([Cu])#[N:23].O. The product is [NH2:14][C:11]1[N:10]=[C:9]([NH2:15])[C:8]([O:7][C:6]2[C:5]([CH:17]([CH3:19])[CH3:18])=[CH:4][C:3]([O:20][CH3:21])=[C:2]([CH:16]=2)[C:22]#[N:23])=[CH:13][N:12]=1. The catalyst is CN(C=O)C. The yield is 0.440. (3) No catalyst specified. The product is [Si:15]([O:1][C:2]1[CH:3]=[C:4]([CH:7]=[C:8]([O:10][Si:15]([C:11]([CH3:14])([CH3:13])[CH3:12])([CH3:17])[CH3:16])[CH:9]=1)[CH:5]=[O:6])([C:11]([CH3:14])([CH3:13])[CH3:12])([CH3:17])[CH3:16]. The reactants are [OH:1][C:2]1[CH:3]=[C:4]([CH:7]=[C:8]([OH:10])[CH:9]=1)[CH:5]=[O:6].[C:11]([Si:15](Cl)([CH3:17])[CH3:16])([CH3:14])([CH3:13])[CH3:12]. The yield is 1.00. (4) The reactants are [CH2:1]([C:5]1[N:10]=[C:9]([CH3:11])[N:8]([C:12]2[CH:17]=[CH:16][CH:15]=[C:14]([CH:18]([OH:20])[CH3:19])[CH:13]=2)[C:7](=[O:21])[C:6]=1[CH2:22][C:23]1[CH:28]=[CH:27][C:26]([C:29]2[CH:34]=[CH:33][CH:32]=[CH:31][C:30]=2[C:35]2[NH:39][C:38](=[O:40])[O:37][N:36]=2)=[CH:25][CH:24]=1)[CH2:2][CH2:3][CH3:4].CC(OI1(OC(C)=O)(OC(C)=O)OC(=O)C2C1=CC=CC=2)=O.C(OCC)(=O)C.S([O-])([O-])(=O)=S.[Na+].[Na+]. The catalyst is C(#N)C.O. The product is [C:18]([C:14]1[CH:13]=[C:12]([N:8]2[C:7](=[O:21])[C:6]([CH2:22][C:23]3[CH:24]=[CH:25][C:26]([C:29]4[CH:34]=[CH:33][CH:32]=[CH:31][C:30]=4[C:35]4[NH:39][C:38](=[O:40])[O:37][N:36]=4)=[CH:27][CH:28]=3)=[C:5]([CH2:1][CH2:2][CH2:3][CH3:4])[N:10]=[C:9]2[CH3:11])[CH:17]=[CH:16][CH:15]=1)(=[O:20])[CH3:19]. The yield is 0.710. (5) The reactants are [CH3:1][N:2]([CH:10]1[CH2:13][N:12]([C:14]2[C:15]3[N:16]([N:20]=[N:21][N:22]=3)[CH:17]=[CH:18][N:19]=2)[CH2:11]1)[C:3](=[O:9])[O:4][C:5]([CH3:8])([CH3:7])[CH3:6].CN(C=O)C.[Br:28]N1C(=O)CCC1=O. The catalyst is O. The product is [Br:28][C:17]1[N:16]2[N:20]=[N:21][N:22]=[C:15]2[C:14]([N:12]2[CH2:13][CH:10]([N:2]([CH3:1])[C:3](=[O:9])[O:4][C:5]([CH3:8])([CH3:6])[CH3:7])[CH2:11]2)=[N:19][CH:18]=1. The yield is 0.790. (6) The reactants are [NH2:1][CH2:2][CH:3]([CH3:16])[CH2:4][NH:5][C:6](=[O:15])[C:7]1[CH:12]=[CH:11][C:10]([C:13]#[N:14])=[CH:9][CH:8]=1.[CH2:17]([N:19]1[C:31]2[CH:30]=[CH:29][C:28]([C:32](O)=[O:33])=[CH:27][C:26]=2[C:25]2[C:20]1=[CH:21][CH:22]=[CH:23][CH:24]=2)[CH3:18].CN(C(ON1N=NC2C=CC=NC1=2)=[N+](C)C)C.F[P-](F)(F)(F)(F)F.O. The catalyst is CN(C=O)C. The product is [C:13]([C:10]1[CH:11]=[CH:12][C:7]([C:6]([NH:5][CH2:4][CH:3]([CH3:16])[CH2:2][NH:1][C:32]([C:28]2[CH:29]=[CH:30][C:31]3[N:19]([CH2:17][CH3:18])[C:20]4[C:25]([C:26]=3[CH:27]=2)=[CH:24][CH:23]=[CH:22][CH:21]=4)=[O:33])=[O:15])=[CH:8][CH:9]=1)#[N:14]. The yield is 0.500. (7) The product is [F:1][C:2]1[CH:3]=[CH:4][C:5]([N:8]2[C:16]3[C:11](=[CH:12][C:13]([C:17]([OH:22])([CH2:18][CH:19]([CH3:20])[CH3:21])[C:26]([CH3:28])([CH3:27])[C:25]([O:24][CH3:23])=[O:29])=[CH:14][CH:15]=3)[CH:10]=[N:9]2)=[CH:6][CH:7]=1. The reactants are [F:1][C:2]1[CH:7]=[CH:6][C:5]([N:8]2[C:16]3[C:11](=[CH:12][C:13]([C:17](=[O:22])[CH2:18][CH:19]([CH3:21])[CH3:20])=[CH:14][CH:15]=3)[CH:10]=[N:9]2)=[CH:4][CH:3]=1.[CH3:23][O:24][C:25]([O:29][Si](C)(C)C)=[C:26]([CH3:28])[CH3:27]. The catalyst is C(Cl)Cl.Cl[Ti](Cl)(Cl)Cl. The yield is 0.950. (8) The product is [NH2:1][C:2]1[N:3]([C:8]2[C:17]3[C:12](=[CH:13][CH:14]=[CH:15][CH:16]=3)[C:11]([CH:18]3[CH2:20][CH2:19]3)=[CH:10][CH:9]=2)[C:4]([S:7][CH2:28][C:29]([NH:31][C:32]2[CH:37]=[CH:36][C:35]([S:38](=[O:41])(=[O:40])[NH2:39])=[CH:34][C:33]=2[Cl:42])=[O:30])=[N:5][N:6]=1. The catalyst is CN(C=O)C. The yield is 0.950. The reactants are [NH2:1][C:2]1[N:3]([C:8]2[C:17]3[C:12](=[CH:13][CH:14]=[CH:15][CH:16]=3)[C:11]([CH:18]3[CH2:20][CH2:19]3)=[CH:10][CH:9]=2)[C:4]([SH:7])=[N:5][N:6]=1.C([O-])([O-])=O.[K+].[K+].Cl[CH2:28][C:29]([NH:31][C:32]1[CH:37]=[CH:36][C:35]([S:38](=[O:41])(=[O:40])[NH2:39])=[CH:34][C:33]=1[Cl:42])=[O:30]. (9) The reactants are [F:1][C:2]1[CH:7]=[CH:6][CH:5]=[C:4]([F:8])[C:3]=1[N:9]1[C:14]2[N:15]=[C:16](S(C)=O)[N:17]=[C:18]([C:19]3[CH:20]=[C:21]([CH:28]=[CH:29][C:30]=3[CH3:31])[C:22]([NH:24][CH:25]([CH3:27])[CH3:26])=[O:23])[C:13]=2[CH2:12][NH:11][C:10]1=[O:35].[CH3:36][N:37]([CH3:48])[CH2:38][CH2:39][CH2:40][N:41]([CH3:47])[CH2:42][CH2:43][CH2:44][NH:45][CH3:46].C(N(CC)CC)C. The catalyst is C(Cl)Cl. The product is [F:1][C:2]1[CH:7]=[CH:6][CH:5]=[C:4]([F:8])[C:3]=1[N:9]1[C:14]2[N:15]=[C:16]([N:45]([CH2:44][CH2:43][CH2:42][N:41]([CH2:40][CH2:39][CH2:38][N:37]([CH3:36])[CH3:48])[CH3:47])[CH3:46])[N:17]=[C:18]([C:19]3[CH:20]=[C:21]([CH:28]=[CH:29][C:30]=3[CH3:31])[C:22]([NH:24][CH:25]([CH3:27])[CH3:26])=[O:23])[C:13]=2[CH2:12][NH:11][C:10]1=[O:35]. The yield is 0.290.